From a dataset of Full USPTO retrosynthesis dataset with 1.9M reactions from patents (1976-2016). Predict the reactants needed to synthesize the given product. (1) Given the product [Si:1]([O:8][C@H:9]1[CH2:10][C@H:11]([O:23][C:24]2[CH:25]=[C:26]([NH:30][C@@H:31]3[C:39]4[C:34](=[CH:35][CH:36]=[CH:37][CH:38]=4)[CH2:33][C@@H:32]3[O:40][CH3:41])[N:27]=[CH:28][N:29]=2)[CH2:12][C@H:13]1[CH2:14][OH:15])([C:4]([CH3:7])([CH3:5])[CH3:6])([CH3:3])[CH3:2], predict the reactants needed to synthesize it. The reactants are: [Si:1]([O:8][C@@H:9]1[C@H:13]([CH2:14][O:15][Si](C(C)(C)C)(C)C)[CH2:12][C@@H:11]([O:23][C:24]2[N:29]=[CH:28][N:27]=[C:26]([NH:30][C@@H:31]3[C:39]4[C:34](=[CH:35][CH:36]=[CH:37][CH:38]=4)[CH2:33][C@@H:32]3[O:40][CH3:41])[CH:25]=2)[CH2:10]1)([C:4]([CH3:7])([CH3:6])[CH3:5])([CH3:3])[CH3:2].C(O)(=O)C. (2) Given the product [CH:1]1([N:9]2[C:12](=[O:13])[C:11]([CH3:15])([CH3:14])[N:10]2[C:17]2[CH:22]=[CH:21][CH:20]=[CH:19][C:18]=2[O:23][CH3:24])[CH2:8][CH2:7][CH2:6][CH2:5][CH2:4][CH2:3][CH2:2]1, predict the reactants needed to synthesize it. The reactants are: [CH:1]1([N:9]2[C:12](=[O:13])[C:11]([CH3:15])([CH3:14])[NH:10]2)[CH2:8][CH2:7][CH2:6][CH2:5][CH2:4][CH2:3][CH2:2]1.Br[C:17]1[CH:22]=[CH:21][CH:20]=[CH:19][C:18]=1[O:23][CH3:24].